This data is from Reaction yield outcomes from USPTO patents with 853,638 reactions. The task is: Predict the reaction yield, written as a fraction of the theoretical maximum amount of product (1.0 means a 100% yield; for example, 0.34 means a 34% yield). (1) The reactants are [NH2:1][C:2]1[CH:11]=[CH:10][C:5]([C:6]([NH:8][CH3:9])=[O:7])=[CH:4][CH:3]=1.[O:12]=[C:13]([N:18]1[CH2:23][CH2:22][N:21]([C:24](=[O:35])[C:25]2[CH:30]=[CH:29][CH:28]=[CH:27][C:26]=2[C:31]([F:34])([F:33])[F:32])[CH2:20][CH2:19]1)[CH2:14][C:15](O)=[O:16].CC(C)N=C=NC(C)C. The catalyst is C1COCC1. The product is [CH3:9][NH:8][C:6](=[O:7])[C:5]1[CH:4]=[CH:3][C:2]([NH:1][C:15](=[O:16])[CH2:14][C:13](=[O:12])[N:18]2[CH2:19][CH2:20][N:21]([C:24](=[O:35])[C:25]3[CH:30]=[CH:29][CH:28]=[CH:27][C:26]=3[C:31]([F:32])([F:34])[F:33])[CH2:22][CH2:23]2)=[CH:11][CH:10]=1. The yield is 0.400. (2) The reactants are [CH3:1][N:2]([CH3:17])[CH2:3][CH2:4][CH2:5][N:6]1[CH2:11][CH2:10][S:9][C:8]2[CH:12]=[C:13]([NH2:16])[CH:14]=[CH:15][C:7]1=2.I.[S:19]1[CH:23]=[CH:22][CH:21]=[C:20]1[C:24](SC)=[NH:25]. The product is [CH3:17][N:2]([CH3:1])[CH2:3][CH2:4][CH2:5][N:6]1[CH2:11][CH2:10][S:9][C:8]2[CH:12]=[C:13]([NH:16][C:24]([C:20]3[S:19][CH:23]=[CH:22][CH:21]=3)=[NH:25])[CH:14]=[CH:15][C:7]1=2. The catalyst is C(O)C.C([O-])(O)=O.[Na+]. The yield is 0.860. (3) The reactants are [Cl:1][C:2]1[CH:7]=[C:6]([Cl:8])[CH:5]=[CH:4][C:3]=1[C:9]1[C:14]([CH2:15][OH:16])=[CH:13][N:12]=[C:11]([NH:17][CH2:18][CH2:19][NH:20]C(OC(C)(C)C)=O)[N:10]=1. The catalyst is FC(F)(F)C(O)=O. The product is [NH2:20][CH2:19][CH2:18][NH:17][C:11]1[N:10]=[C:9]([C:3]2[CH:4]=[CH:5][C:6]([Cl:8])=[CH:7][C:2]=2[Cl:1])[C:14]([CH2:15][OH:16])=[CH:13][N:12]=1. The yield is 1.00. (4) The reactants are Br[C:2]1[CH:7]=[CH:6][C:5]([Br:8])=[CH:4][CH:3]=1.[Li]CCCC.[F:14][C:15]1[CH:28]=[C:27]([F:29])[CH:26]=[CH:25][C:16]=1/[CH:17]=[N:18]/[S@:19]([C:21]([CH3:24])([CH3:23])[CH3:22])=[O:20]. The catalyst is C1COCC1. The product is [Br:8][C:5]1[CH:6]=[CH:7][C:2]([C@@H:17]([C:16]2[CH:25]=[CH:26][C:27]([F:29])=[CH:28][C:15]=2[F:14])[NH:18][S@:19]([C:21]([CH3:24])([CH3:23])[CH3:22])=[O:20])=[CH:3][CH:4]=1. The yield is 0.420. (5) The reactants are [Cl:1][C:2]1[N:7]=[C:6]2[CH:8]=[C:9]([C:11]([OH:13])=[O:12])[NH:10][C:5]2=[CH:4][CH:3]=1.S(=O)(=O)(O)O.[CH3:19]O. No catalyst specified. The product is [Cl:1][C:2]1[N:7]=[C:6]2[CH:8]=[C:9]([C:11]([O:13][CH3:19])=[O:12])[NH:10][C:5]2=[CH:4][CH:3]=1. The yield is 0.598. (6) The reactants are I[C:2]1[C:10]2[C:5](=[CH:6][C:7]([CH:11]=[O:12])=[CH:8][CH:9]=2)[NH:4][N:3]=1.[Cu](C#N)[C:14]#[N:15].O. The catalyst is CN(C=O)C. The product is [CH:11]([C:7]1[CH:6]=[C:5]2[C:10]([C:2]([C:14]#[N:15])=[N:3][NH:4]2)=[CH:9][CH:8]=1)=[O:12]. The yield is 0.730. (7) The yield is 0.900. The catalyst is ClCCl. The reactants are C[O:2][C:3](=O)/[CH:4]=[CH:5]/[C:6]1[CH:11]=[CH:10][CH:9]=[C:8]([F:12])[CH:7]=1.[H-].C([Al+]CC(C)C)C(C)C. The product is [F:12][C:8]1[CH:7]=[C:6]([CH:11]=[CH:10][CH:9]=1)/[CH:5]=[CH:4]/[CH2:3][OH:2]. (8) The reactants are [CH3:1][C:2]([OH:13])([CH3:12])[CH2:3][N:4]1[CH:8]=[C:7]([N+:9]([O-])=O)[CH:6]=[N:5]1. The catalyst is CO.[Pd]. The product is [NH2:9][C:7]1[CH:6]=[N:5][N:4]([CH2:3][C:2]([CH3:12])([OH:13])[CH3:1])[CH:8]=1. The yield is 0.990. (9) The reactants are [CH3:1][O:2][C:3]1[CH:4]=[C:5]([CH:13]=[CH:14][C:15]=1[O:16][CH3:17])[CH2:6][CH2:7][NH:8][C:9](=O)[CH2:10][CH3:11].P(Cl)(Cl)(Cl)=O.C([O-])([O-])=O.[Na+].[Na+]. The catalyst is C(Cl)Cl. The product is [CH2:10]([C:9]1[C:13]2[C:5](=[CH:4][C:3]([O:2][CH3:1])=[C:15]([O:16][CH3:17])[CH:14]=2)[CH2:6][CH2:7][N:8]=1)[CH3:11]. The yield is 0.920. (10) The reactants are [Cl:1][C:2]1[C:3]([O:12][C:13]2[CH:18]=[C:17]([O:19][CH2:20][CH2:21][O:22][CH3:23])[CH:16]=[CH:15][C:14]=2[CH:24]([CH3:29])[CH2:25][C:26]([OH:28])=O)=[N:4][CH:5]=[C:6]([C:8]([F:11])([F:10])[F:9])[CH:7]=1.[CH2:30]([S:35]([NH2:38])(=[O:37])=[O:36])[CH2:31][CH2:32][CH2:33][CH3:34].N12CCCN=C1CCCCC2. The catalyst is O1CCCC1. The product is [Cl:1][C:2]1[C:3]([O:12][C:13]2[CH:18]=[C:17]([O:19][CH2:20][CH2:21][O:22][CH3:23])[CH:16]=[CH:15][C:14]=2[CH:24]([CH3:29])[CH2:25][C:26]([NH:38][S:35]([CH2:30][CH2:31][CH2:32][CH2:33][CH3:34])(=[O:37])=[O:36])=[O:28])=[N:4][CH:5]=[C:6]([C:8]([F:10])([F:11])[F:9])[CH:7]=1. The yield is 0.370.